Dataset: Forward reaction prediction with 1.9M reactions from USPTO patents (1976-2016). Task: Predict the product of the given reaction. (1) Given the reactants [C:1]([O:5][C:6]([O:8][NH:9][C@H:10]1[CH2:15][CH2:14][CH2:13][NH:12][CH2:11]1)=[O:7])([CH3:4])([CH3:3])[CH3:2].[CH2:16](N)[C:17]1[CH:22]=[CH:21][CH:20]=[CH:19][CH:18]=1, predict the reaction product. The product is: [CH2:16]([N:12]1[CH2:13][CH2:14][CH2:15][C@H:10]([NH:9][O:8][C:6]([O:5][C:1]([CH3:4])([CH3:2])[CH3:3])=[O:7])[CH2:11]1)[C:17]1[CH:22]=[CH:21][CH:20]=[CH:19][CH:18]=1. (2) Given the reactants FC1C(NC2C=C(OC(C)C)NN=2)=NC([NH:10][C@H:11]([C:14]2[CH:19]=[CH:18][C:17]([F:20])=[CH:16][CH:15]=2)[CH2:12][OH:13])=C(C=1)C#N.[CH3:31][OH:32], predict the reaction product. The product is: [NH2:10][C:11]([C:14]1[CH:15]=[CH:16][C:17]([F:20])=[CH:18][CH:19]=1)([CH2:12][OH:13])[CH2:31][OH:32]. (3) Given the reactants [F:1][C:2]1[CH:7]=[CH:6][C:5]([CH3:8])=[CH:4][C:3]=1[NH:9][C:10]([NH:12][C:13]1[CH:36]=[CH:35][C:16]([O:17][C:18]2[CH:23]=[CH:22][N:21]=[C:20]([C:24]3[NH:28][CH:27]=[C:26]([C:29]([NH:31][CH2:32][CH:33]=O)=[O:30])[CH:25]=3)[CH:19]=2)=[CH:15][CH:14]=1)=[O:11].[N:37]1([CH2:43][C:44]([O:46][CH2:47][CH3:48])=[O:45])[CH2:42][CH2:41][NH:40][CH2:39][CH2:38]1.C(O)(=O)C.C([BH3-])#N.[Na+].C1COCC1, predict the reaction product. The product is: [F:1][C:2]1[CH:7]=[CH:6][C:5]([CH3:8])=[CH:4][C:3]=1[NH:9][C:10]([NH:12][C:13]1[CH:14]=[CH:15][C:16]([O:17][C:18]2[CH:23]=[CH:22][N:21]=[C:20]([C:24]3[NH:28][CH:27]=[C:26]([C:29]([NH:31][CH2:32][CH2:33][N:40]4[CH2:41][CH2:42][N:37]([CH2:43][C:44]([O:46][CH2:47][CH3:48])=[O:45])[CH2:38][CH2:39]4)=[O:30])[CH:25]=3)[CH:19]=2)=[CH:35][CH:36]=1)=[O:11]. (4) Given the reactants [F:1][C:2]1[CH:7]=[CH:6][C:5]([C:8]2[C:12]([C:13]3[N:14]=[CH:15][NH:16][CH:17]=3)=[C:11]([C:18]([F:21])([F:20])[F:19])[O:10][N:9]=2)=[CH:4][CH:3]=1.F[C:23]1[CH:28]=[CH:27][C:26]([N+:29]([O-:31])=[O:30])=[CH:25][CH:24]=1, predict the reaction product. The product is: [F:1][C:2]1[CH:7]=[CH:6][C:5]([C:8]2[C:12]([C:13]3[N:14]=[CH:15][N:16]([C:23]4[CH:28]=[CH:27][C:26]([N+:29]([O-:31])=[O:30])=[CH:25][CH:24]=4)[CH:17]=3)=[C:11]([C:18]([F:21])([F:19])[F:20])[O:10][N:9]=2)=[CH:4][CH:3]=1. (5) Given the reactants [CH2:1]([O:8][C:9]1[CH:14]=[CH:13][C:12]([C:15]([O:24]CC2C=CC(OC)=CC=2)([C:20]([F:23])([F:22])[F:21])[C:16]([F:19])([F:18])[F:17])=[CH:11][C:10]=1[Cl:34])[C:2]1[CH:7]=[CH:6][CH:5]=[CH:4][CH:3]=1.ClCCl.FC(F)(F)C(O)=O, predict the reaction product. The product is: [CH2:1]([O:8][C:9]1[CH:14]=[CH:13][C:12]([C:15]([OH:24])([C:16]([F:17])([F:18])[F:19])[C:20]([F:22])([F:23])[F:21])=[CH:11][C:10]=1[Cl:34])[C:2]1[CH:7]=[CH:6][CH:5]=[CH:4][CH:3]=1. (6) Given the reactants [Cl:1][CH2:2][CH2:3][CH2:4][OH:5].[O:6]1[CH:11]=[CH:10][CH2:9][CH2:8][CH2:7]1, predict the reaction product. The product is: [Cl:1][CH2:2][CH2:3][CH2:4][O:5][CH:7]1[CH2:8][CH2:9][CH2:10][CH2:11][O:6]1. (7) Given the reactants Cl.[F:2][C:3]1[CH:8]=[CH:7][CH:6]=[CH:5][C:4]=1[NH:9][C:10]1[O:14][C:13]([C:15]([NH:17][C:18]2[CH:23]=[CH:22][C:21]([C@H:24]3[CH2:29][CH2:28][C@H:27]([CH2:30][NH:31]C(=O)OC(C)(C)C)[CH2:26][CH2:25]3)=[CH:20][CH:19]=2)=[O:16])=[N:12][N:11]=1, predict the reaction product. The product is: [NH2:31][CH2:30][C@H:27]1[CH2:28][CH2:29][C@H:24]([C:21]2[CH:20]=[CH:19][C:18]([NH:17][C:15]([C:13]3[O:14][C:10]([NH:9][C:4]4[CH:5]=[CH:6][CH:7]=[CH:8][C:3]=4[F:2])=[N:11][N:12]=3)=[O:16])=[CH:23][CH:22]=2)[CH2:25][CH2:26]1. (8) Given the reactants Cl[CH2:2][CH2:3][O:4][C:5]1[CH:14]=[C:13]2[C:8]([C:9]([NH:15][C:16]3[C:24]4[O:23][CH2:22][O:21][C:20]=4[C:19]([C:25]#[C:26][CH2:27][O:28][CH3:29])=[CH:18][C:17]=3[Cl:30])=[N:10][CH:11]=[N:12]2)=[CH:7][C:6]=1[O:31][CH3:32].C(N(CC)CC)C.[NH2:40][CH2:41][CH2:42][CH2:43][OH:44].COC(O)C, predict the reaction product. The product is: [Cl:30][C:17]1[CH:18]=[C:19]([C:25]#[C:26][CH2:27][O:28][CH3:29])[C:20]2[O:21][CH2:22][O:23][C:24]=2[C:16]=1[NH:15][C:9]1[C:8]2[C:13](=[CH:14][C:5]([O:4][CH2:3][CH2:2][NH:40][CH2:41][CH2:42][CH2:43][OH:44])=[C:6]([O:31][CH3:32])[CH:7]=2)[N:12]=[CH:11][N:10]=1. (9) Given the reactants [Cl:1][C:2]1[C:3]([CH3:32])=[C:4]([CH2:8][N:9]2[C:13]3[CH:14]=[C:15]([N:22]4[CH2:27][CH2:26][O:25][CH2:24][CH2:23]4)[CH:16]=[C:17]([C:18]([O:20]C)=[O:19])[C:12]=3[N:11]=[C:10]2[C:28]([F:31])([F:30])[F:29])[CH:5]=[CH:6][CH:7]=1.[OH-].[Na+].Cl, predict the reaction product. The product is: [Cl:1][C:2]1[C:3]([CH3:32])=[C:4]([CH2:8][N:9]2[C:13]3[CH:14]=[C:15]([N:22]4[CH2:23][CH2:24][O:25][CH2:26][CH2:27]4)[CH:16]=[C:17]([C:18]([OH:20])=[O:19])[C:12]=3[N:11]=[C:10]2[C:28]([F:31])([F:29])[F:30])[CH:5]=[CH:6][CH:7]=1.